Task: Regression. Given a peptide amino acid sequence and an MHC pseudo amino acid sequence, predict their binding affinity value. This is MHC class I binding data.. Dataset: Peptide-MHC class I binding affinity with 185,985 pairs from IEDB/IMGT (1) The peptide sequence is KPYKEVTEDL. The MHC is Mamu-B03 with pseudo-sequence Mamu-B03. The binding affinity (normalized) is 0.250. (2) The binding affinity (normalized) is 0.114. The peptide sequence is SLVIVTTFV. The MHC is HLA-A31:01 with pseudo-sequence HLA-A31:01. (3) The peptide sequence is EIYKRWII. The MHC is HLA-A29:02 with pseudo-sequence HLA-A29:02. The binding affinity (normalized) is 0. (4) The peptide sequence is LVTMGTGTFGR. The MHC is HLA-A68:02 with pseudo-sequence HLA-A68:02. The binding affinity (normalized) is 0.0847.